From a dataset of Catalyst prediction with 721,799 reactions and 888 catalyst types from USPTO. Predict which catalyst facilitates the given reaction. (1) Reactant: [F:1][C:2]1[C:16]([F:17])=[CH:15][CH:14]=[C:13]([C:18]([N:20]2[CH2:25][C:22]3([O:24][CH2:23]3)[CH2:21]2)=[O:19])[C:3]=1[NH:4][C:5]1[CH:10]=[CH:9][C:8]([I:11])=[CH:7][C:6]=1[F:12].[N+:26]([NH:29][C:30]([NH2:32])=[NH:31])([O-:28])=[O:27].[OH-].[Na+].[ClH:35].O1CCOCC1. Product: [ClH:35].[F:1][C:2]1[C:3]([NH:4][C:5]2[CH:10]=[CH:9][C:8]([I:11])=[CH:7][C:6]=2[F:12])=[C:13]([C:18]([N:20]2[CH2:21][C:22]([CH2:23][NH:32][C:30]([NH:29][N+:26]([O-:28])=[O:27])=[NH:31])([OH:24])[CH2:25]2)=[O:19])[CH:14]=[CH:15][C:16]=1[F:17]. The catalyst class is: 83. (2) The catalyst class is: 19. Reactant: [O:1]=[C:2]1[NH:6][C:5](=[O:7])[C:4]2([CH2:11][CH2:10][C@@H:9]([C:12]([O:14]CC3C=CC=CC=3)=[O:13])[CH2:8]2)[NH:3]1. Product: [O:1]=[C:2]1[NH:6][C:5](=[O:7])[C:4]2([CH2:11][CH2:10][C@@H:9]([C:12]([OH:14])=[O:13])[CH2:8]2)[NH:3]1. (3) Reactant: [CH:1]1([CH:6]=[C:7]([C:22]2[NH:30][C:25]3=[N:26][CH:27]=[CH:28][CH:29]=[C:24]3[CH:23]=2)[C:8]2[CH:13]=[CH:12][C:11]([S:14]([CH2:17][CH2:18][O:19][CH2:20][CH3:21])(=[O:16])=[O:15])=[CH:10][CH:9]=2)[CH2:5][CH2:4][CH2:3][CH2:2]1. Product: [CH:1]1([CH2:6][CH:7]([C:22]2[NH:30][C:25]3=[N:26][CH:27]=[CH:28][CH:29]=[C:24]3[CH:23]=2)[C:8]2[CH:13]=[CH:12][C:11]([S:14]([CH2:17][CH2:18][O:19][CH2:20][CH3:21])(=[O:15])=[O:16])=[CH:10][CH:9]=2)[CH2:5][CH2:4][CH2:3][CH2:2]1. The catalyst class is: 43.